This data is from Reaction yield outcomes from USPTO patents with 853,638 reactions. The task is: Predict the reaction yield, written as a fraction of the theoretical maximum amount of product (1.0 means a 100% yield; for example, 0.34 means a 34% yield). (1) The reactants are [Cl:1][C:2]1[C:7]([CH3:8])=[CH:6][C:5]([NH:9][CH:10]2[CH2:15][CH2:14][N:13]([C@H:16]3[CH2:21][CH2:20][C@H:19]([O:22][CH2:23][CH2:24][CH3:25])[CH2:18][CH2:17]3)[CH2:12][CH2:11]2)=[C:4]([N+:26]([O-])=O)[CH:3]=1.O.NN. The catalyst is C(O)C.[Ni]. The product is [Cl:1][C:2]1[CH:3]=[C:4]([NH2:26])[C:5]([NH:9][CH:10]2[CH2:15][CH2:14][N:13]([C@H:16]3[CH2:21][CH2:20][C@H:19]([O:22][CH2:23][CH2:24][CH3:25])[CH2:18][CH2:17]3)[CH2:12][CH2:11]2)=[CH:6][C:7]=1[CH3:8]. The yield is 0.930. (2) The reactants are Cl[C:2]1[C:7]([C:8]2[CH:15]=[CH:14][C:11]([CH:12]=[O:13])=[CH:10][CH:9]=2)=[CH:6][C:5](=[O:16])[N:4]([CH3:17])[N:3]=1.[O:18]([C:25]1[CH:30]=[CH:29][CH:28]=[CH:27][C:26]=1B(O)O)[C:19]1[CH:24]=[CH:23][CH:22]=[CH:21][CH:20]=1.C(=O)([O-])[O-].[Na+].[Na+]. The catalyst is COCCOC.C1C=CC(P(C2C=CC=CC=2)C2C=CC=CC=2)=CC=1.C1C=CC(P(C2C=CC=CC=2)C2C=CC=CC=2)=CC=1.Cl[Pd]Cl. The product is [CH3:17][N:4]1[C:5](=[O:16])[CH:6]=[C:7]([C:8]2[CH:15]=[CH:14][C:11]([CH:12]=[O:13])=[CH:10][CH:9]=2)[C:2]([C:20]2[CH:21]=[CH:22][CH:23]=[CH:24][C:19]=2[O:18][C:25]2[CH:26]=[CH:27][CH:28]=[CH:29][CH:30]=2)=[N:3]1. The yield is 0.940.